Dataset: Catalyst prediction with 721,799 reactions and 888 catalyst types from USPTO. Task: Predict which catalyst facilitates the given reaction. (1) Reactant: Cl[C:2]1[CH:7]=[C:6]([CH3:8])[N:5]=[C:4]([C:9]2[CH:14]=[CH:13][CH:12]=[CH:11][C:10]=2[C:15]([F:18])([F:17])[F:16])[N:3]=1.[F:19][C:20]1[CH:21]=[C:22]2[C:26](=[CH:27][CH:28]=1)[NH:25][N:24]=[C:23]2[NH2:29].O.C(=O)(O)[O-].[Na+]. Product: [F:19][C:20]1[CH:21]=[C:22]2[C:26](=[CH:27][CH:28]=1)[NH:25][N:24]=[C:23]2[NH:29][C:2]1[CH:7]=[C:6]([CH3:8])[N:5]=[C:4]([C:9]2[CH:14]=[CH:13][CH:12]=[CH:11][C:10]=2[C:15]([F:18])([F:17])[F:16])[N:3]=1. The catalyst class is: 60. (2) Reactant: [CH2:1]([N:8]1[CH2:13][CH2:12][CH:11]([NH2:14])[CH2:10][CH2:9]1)[C:2]1[CH:7]=[CH:6][CH:5]=[CH:4][CH:3]=1.[C:15](O[C:15]([O:17][C:18]([CH3:21])([CH3:20])[CH3:19])=[O:16])([O:17][C:18]([CH3:21])([CH3:20])[CH3:19])=[O:16]. Product: [C:18]([O:17][C:15](=[O:16])[NH:14][CH:11]1[CH2:12][CH2:13][N:8]([CH2:1][C:2]2[CH:3]=[CH:4][CH:5]=[CH:6][CH:7]=2)[CH2:9][CH2:10]1)([CH3:21])([CH3:20])[CH3:19]. The catalyst class is: 2. (3) Reactant: [OH:1][C@H:2]1[CH2:7][CH2:6][CH2:5][CH2:4][C@@H:3]1[NH:8][C:9]([C:11]1[C:15]2=[N:16][C:17]([O:20][CH3:21])=[CH:18][CH:19]=[C:14]2[NH:13][CH:12]=1)=[O:10].Br[CH2:23][C:24]1[CH:29]=[CH:28][C:27]([F:30])=[CH:26][CH:25]=1.C(=O)([O-])[O-].[Cs+].[Cs+]. Product: [F:30][C:27]1[CH:28]=[CH:29][C:24]([CH2:23][N:13]2[C:14]3[C:15](=[N:16][C:17]([O:20][CH3:21])=[CH:18][CH:19]=3)[C:11]([C:9]([NH:8][C@H:3]3[CH2:4][CH2:5][CH2:6][CH2:7][C@@H:2]3[OH:1])=[O:10])=[CH:12]2)=[CH:25][CH:26]=1. The catalyst class is: 3. (4) Reactant: [Cl:1][C:2]1[CH:41]=[CH:40][C:5]([CH2:6][S:7][C:8]2[N:12]([C:13]3[C:14]([CH3:35])=[C:15]([CH:32]=[CH:33][CH:34]=3)[CH2:16][NH:17][C:18]3[CH:31]=[CH:30][C:21]4[C@H:22]([CH2:25][C:26]([O:28]C)=[O:27])[CH2:23][O:24][C:20]=4[CH:19]=3)[C:11]3[CH:36]=[CH:37][CH:38]=[CH:39][C:10]=3[N:9]=2)=[CH:4][CH:3]=1.[OH-].[Na+:43].O. Product: [Cl:1][C:2]1[CH:41]=[CH:40][C:5]([CH2:6][S:7][C:8]2[N:12]([C:13]3[C:14]([CH3:35])=[C:15]([CH:32]=[CH:33][CH:34]=3)[CH2:16][NH:17][C:18]3[CH:31]=[CH:30][C:21]4[C@H:22]([CH2:25][C:26]([O-:28])=[O:27])[CH2:23][O:24][C:20]=4[CH:19]=3)[C:11]3[CH:36]=[CH:37][CH:38]=[CH:39][C:10]=3[N:9]=2)=[CH:4][CH:3]=1.[Na+:43]. The catalyst class is: 83. (5) Reactant: [F:1][CH:2]([F:32])[C:3]1[CH:8]=[CH:7][C:6]([C:9]2[N:14]=[CH:13][N:12]=[C:11]([CH2:15][NH:16][C:17]([C@@H:19]3[C@H:23](O)[CH2:22][CH2:21][N:20]3[C:25]([O:27][C:28]([CH3:31])([CH3:30])[CH3:29])=[O:26])=[O:18])[CH:10]=2)=[CH:5][CH:4]=1.C(N(S(F)(F)[F:39])CC)C. Product: [F:1][CH:2]([F:32])[C:3]1[CH:8]=[CH:7][C:6]([C:9]2[N:14]=[CH:13][N:12]=[C:11]([CH2:15][NH:16][C:17]([C@@H:19]3[C@@H:23]([F:39])[CH2:22][CH2:21][N:20]3[C:25]([O:27][C:28]([CH3:30])([CH3:31])[CH3:29])=[O:26])=[O:18])[CH:10]=2)=[CH:5][CH:4]=1. The catalyst class is: 4. (6) The catalyst class is: 89. Reactant: C(OC(=O)[NH:7][C:8]1[C:17]([Cl:18])=[CH:16][CH:15]=[C:14]2[C:9]=1[CH:10]=[CH:11][C:12]([C:19]1[CH:23]=[CH:22][NH:21][N:20]=1)=[N:13]2)(C)(C)C. Product: [Cl:18][C:17]1[CH:16]=[CH:15][C:14]2[N:13]=[C:12]([C:19]3[CH:23]=[CH:22][NH:21][N:20]=3)[CH:11]=[CH:10][C:9]=2[C:8]=1[NH2:7].